From a dataset of HIV replication inhibition screening data with 41,000+ compounds from the AIDS Antiviral Screen. Binary Classification. Given a drug SMILES string, predict its activity (active/inactive) in a high-throughput screening assay against a specified biological target. (1) The result is 0 (inactive). The molecule is CCCCN1C(=O)C2c3[nH]c4ccccc4c3C3CCCCC3C2C1=O.CCCCN1C(=O)C2c3[nH]c4ccccc4c3C3CCCCC3C2C1=O. (2) The compound is Cc1cn2c(C)csc2c1P(=O)(OC(C)C)OC(C)C. The result is 0 (inactive). (3) The drug is COC(=O)C12C34C=CC5(CCC6(C=CC1(CC3)O6)C52C(=O)OC)O4. The result is 0 (inactive). (4) The drug is CC(CN1CCN(CC(C)Nc2ccnc3cc(Cl)ccc23)CC1)Nc1ccnc2cc(Cl)ccc12. The result is 0 (inactive). (5) The drug is ON=C1C(=Cc2ccc3c(c2)OCO3)CCCC1C(NO)c1ccc2c(c1)OCO2. The result is 0 (inactive). (6) The molecule is CSc1nc(Cl)c2c(n1)Sc1nc3cc4c(cc3n1C2O)OCO4. The result is 0 (inactive). (7) The drug is Cn1c(=O)sc2cc(C(=S)N3CCCCC3)ccc21. The result is 0 (inactive). (8) The drug is CNc1ccc(Cl)cc1S(=O)(=O)c1ccc(OC)cc1. The result is 0 (inactive). (9) The drug is COc1ccc(OC)c(C=Cc2ccnc3ccccc23)c1. The result is 0 (inactive).